This data is from Retrosynthesis with 50K atom-mapped reactions and 10 reaction types from USPTO. The task is: Predict the reactants needed to synthesize the given product. (1) Given the product Cc1ccc2cccc(OCc3c(Cl)ccc(N(C)C(=O)CNC(=O)C=Cc4ccc(NS(C)(=O)=O)c(C)c4)c3Cl)c2n1, predict the reactants needed to synthesize it. The reactants are: CS(=O)(=O)Cl.Cc1ccc2cccc(OCc3c(Cl)ccc(N(C)C(=O)CNC(=O)C=Cc4ccc(N)c(C)c4)c3Cl)c2n1. (2) Given the product CNc1cccc(-c2ccc3nnc(C)n3n2)c1, predict the reactants needed to synthesize it. The reactants are: CC(=O)N(C)c1cccc(-c2ccc3nnc(C)n3n2)c1. (3) Given the product [O-][n+]1cccc2c1Oc1ccccc1O2, predict the reactants needed to synthesize it. The reactants are: CC(=O)OO.c1ccc2c(c1)Oc1cccnc1O2. (4) Given the product N#Cc1cnc(NC(=O)Nc2cc(Cl)ccc2OCCCN)cn1, predict the reactants needed to synthesize it. The reactants are: CC(C)(C)OC(=O)NCCCOc1ccc(Cl)cc1NC(=O)Nc1cnc(C#N)cn1. (5) Given the product CCCC(C(=O)OC)c1c(C)nc(N2CCCN(CC)CC2)nc1-c1ccc(C)cc1, predict the reactants needed to synthesize it. The reactants are: CCCC(C(=O)OC)c1c(C)nc(Cl)nc1-c1ccc(C)cc1.CCN1CCCNCC1. (6) Given the product COC(=O)c1cc(OCc2ccccc2)cc(Oc2ccc([N+](=O)[O-])cc2)c1, predict the reactants needed to synthesize it. The reactants are: BrCc1ccccc1.COC(=O)c1cc(O)cc(Oc2ccc([N+](=O)[O-])cc2)c1. (7) Given the product COc1cc(OC2CCSC2)c2c(Nc3ccc(F)c(Cl)c3)ncnc2c1, predict the reactants needed to synthesize it. The reactants are: COc1cc(O)c2c(Nc3ccc(F)c(Cl)c3)ncnc2c1.OC1CCSC1. (8) Given the product CC(C)(C)OC(=O)N[C@H]1CCCN(c2ccncc2NC(=O)c2csc(-c3ccccc3F)n2)C1, predict the reactants needed to synthesize it. The reactants are: CC(C)(C)OC(=O)N[C@H]1CCCN(c2ccncc2NC(=O)c2csc(Br)n2)C1.OB(O)c1ccccc1F. (9) The reactants are: C1CCNC1.ClCc1cccc(I)c1. Given the product Ic1cccc(CN2CCCC2)c1, predict the reactants needed to synthesize it.